From a dataset of Reaction yield outcomes from USPTO patents with 853,638 reactions. Predict the reaction yield, written as a fraction of the theoretical maximum amount of product (1.0 means a 100% yield; for example, 0.34 means a 34% yield). The reactants are [F:1][C:2]([F:30])([F:29])[C:3]1[CH:4]=[C:5]([CH:22]=[C:23]([C:25]([F:28])([F:27])[F:26])[CH:24]=1)[CH2:6][O:7][CH2:8][C:9]1([C:16]2[CH:21]=[CH:20][CH:19]=[CH:18][CH:17]=2)[CH2:15][CH2:14][CH2:13][NH:12][CH2:11][CH2:10]1.[CH3:31][C:32]([CH3:34])=O.C([BH3-])#N.[Na+]. The catalyst is CO.FC(F)(F)C(O)=O. The product is [F:30][C:2]([F:29])([F:1])[C:3]1[CH:4]=[C:5]([CH:22]=[C:23]([C:25]([F:28])([F:27])[F:26])[CH:24]=1)[CH2:6][O:7][CH2:8][C:9]1([C:16]2[CH:21]=[CH:20][CH:19]=[CH:18][CH:17]=2)[CH2:15][CH2:14][CH2:13][N:12]([CH:32]([CH3:34])[CH3:31])[CH2:11][CH2:10]1. The yield is 0.760.